Dataset: Experimentally validated miRNA-target interactions with 360,000+ pairs, plus equal number of negative samples. Task: Binary Classification. Given a miRNA mature sequence and a target amino acid sequence, predict their likelihood of interaction. (1) The miRNA is cel-miR-39-3p with sequence UCACCGGGUGUAAAUCAGCUUG. The protein sequence of the target gene is MGPAARPALRSPPPPPPPPPSPLLLLLPLLPLWLGLAGPGAAADGSEPAAGAGRGGARAVRVDVRLPRQDALVLEGVRIGSEADPAPLLGGRLLLMDIVDAEQEAPVEGWIAVAYVGKEQAAQFHQENKGSGPQAYPKALVQQMRRALFLGASALLLLILNHNVVRELDISQLLLRPVIVLHYSSNVTKLLDALLQRTQATAEITSGESLSANIEWKLTLWTTCGLSKDGYGGWQDLVCLGGSRAQEQKPLQQLWNAILLVAMLLCTGLVVQAQRQASRQSQRELGGQVDLFKRRVVRRL.... Result: 0 (no interaction). (2) The protein sequence of the target gene is MSGPGPREPPPEAGAAGGEAAVEGAGGGDAALGEPGLSFTTTDLSLVEMTEVEYTQLQHILCSHMEAAADGELETRLNSALLAAAGPGAGAGGFAAGGQGGAAPVYPVLCPSALAADAPCLGHIDFQELRMMLLSEAGAAEKTSGGGDGARARADGAAKEGAGAAAAAAGPDGAPEARAKPAVRVRLEDRFNSIPAEPPPAPRGPEPPEPGGALNNLVTLIRHPSELMNVPLQQQNKCTALVKNKTAATTTALQFTYPLFTTNACSTSGNSNLSQTQSSSNSCSVLEAAKHQDIGLPRAF.... Result: 0 (no interaction). The miRNA is mmu-miR-693-5p with sequence CAGCCACAUCCGAAAGUUUUC.